Dataset: CYP2C9 inhibition data for predicting drug metabolism from PubChem BioAssay. Task: Regression/Classification. Given a drug SMILES string, predict its absorption, distribution, metabolism, or excretion properties. Task type varies by dataset: regression for continuous measurements (e.g., permeability, clearance, half-life) or binary classification for categorical outcomes (e.g., BBB penetration, CYP inhibition). Dataset: cyp2c9_veith. (1) The result is 1 (inhibitor). The compound is CCOc1ccc2c(c1)C(C)=CC(C)(C)N2. (2) The drug is COc1ncc2nc(-c3ccccc3)c(=O)n(CCc3ccccc3)c2n1. The result is 1 (inhibitor). (3) The compound is CC/C(=C(\c1ccccc1)c1ccc(OCCN(C)C)cc1)c1ccccc1. The result is 0 (non-inhibitor). (4) The drug is CCCNC(=S)Nc1ccc(Br)cc1. The result is 1 (inhibitor). (5) The molecule is COc1ccc(C(=O)NC(=S)Nc2cccc(Cl)c2N2CCOCC2)cc1[N+](=O)[O-]. The result is 1 (inhibitor). (6) The drug is CS(=O)(=O)N1CCC2(CC1)CN(Cc1ccncc1)C2. The result is 1 (inhibitor). (7) The drug is CCOC(=O)N1CCN(C(=O)C(C)SCc2ccccc2)CC1. The result is 1 (inhibitor).